Dataset: Forward reaction prediction with 1.9M reactions from USPTO patents (1976-2016). Task: Predict the product of the given reaction. (1) Given the reactants C([NH:9][C:10](=[S:27])[NH:11][C:12]1[C:17]([O:18][CH2:19][C:20]([O:22][C:23]([CH3:26])([CH3:25])[CH3:24])=[O:21])=[CH:16][CH:15]=[CH:14][N:13]=1)(=O)C1C=CC=CC=1.C(=O)([O-])[O-].[K+].[K+].O, predict the reaction product. The product is: [NH:11]([C:12]1[C:17]([O:18][CH2:19][C:20]([O:22][C:23]([CH3:26])([CH3:25])[CH3:24])=[O:21])=[CH:16][CH:15]=[CH:14][N:13]=1)[C:10]([NH2:9])=[S:27]. (2) Given the reactants [F:1][C:2]1[CH:7]=[CH:6][C:5]([F:8])=[CH:4][C:3]=1[C@H:9]1[CH2:13][CH2:12][CH2:11][N:10]1[C:14]1[CH:19]=[CH:18][N:17]2[N:20]=[CH:21][C:22]([C:23]#[C:24][Si](C)(C)C)=[C:16]2[N:15]=1.CCCC[N+](CCCC)(CCCC)CCCC.[F-], predict the reaction product. The product is: [F:1][C:2]1[CH:7]=[CH:6][C:5]([F:8])=[CH:4][C:3]=1[C@H:9]1[CH2:13][CH2:12][CH2:11][N:10]1[C:14]1[CH:19]=[CH:18][N:17]2[N:20]=[CH:21][C:22]([C:23]#[CH:24])=[C:16]2[N:15]=1. (3) Given the reactants [NH2:1][C:2]([CH3:13])([CH3:12])[CH2:3][NH:4][C:5](=[O:11])[O:6][C:7]([CH3:10])([CH3:9])[CH3:8].C(N(CC)CC)C.[CH3:21][S:22](O[S:22]([CH3:21])(=[O:24])=[O:23])(=[O:24])=[O:23], predict the reaction product. The product is: [CH3:12][C:2]([NH:1][S:22]([CH3:21])(=[O:24])=[O:23])([CH3:13])[CH2:3][NH:4][C:5](=[O:11])[O:6][C:7]([CH3:8])([CH3:10])[CH3:9]. (4) Given the reactants FC(F)(F)S([O-])(=O)=O.[CH2:9]([N+:16]1[C:29]2[C:24](=[CH:25][CH:26]=[CH:27][CH:28]=2)[C:23]([C:30]([O:32][CH3:33])=[O:31])=[C:22]2[C:17]=1[CH:18]=[CH:19][CH:20]=[CH:21]2)[C:10]1[CH:15]=[CH:14][CH:13]=[CH:12][CH:11]=1.[Cl-].[NH4+], predict the reaction product. The product is: [CH2:9]([N:16]1[C:17]2[C:22](=[CH:21][CH:20]=[CH:19][CH:18]=2)[CH:23]([C:30]([O:32][CH3:33])=[O:31])[C:24]2[CH:25]=[CH:26][CH:27]=[CH:28][C:29]1=2)[C:10]1[CH:11]=[CH:12][CH:13]=[CH:14][CH:15]=1.